This data is from Full USPTO retrosynthesis dataset with 1.9M reactions from patents (1976-2016). The task is: Predict the reactants needed to synthesize the given product. (1) The reactants are: [OH:1][C:2]1[CH:7]=[CH:6][C:5]([CH2:8][CH2:9][C:10]([OH:12])=O)=[CH:4][CH:3]=1.C(O)(=O)/C=C/C1C=CC(O)C=C1.C(N(CC)CC)C.[NH2:32][CH2:33][CH2:34][C:35]1[CH:40]=[CH:39][C:38]([OH:41])=[CH:37][CH:36]=1. Given the product [C:10]([NH:32][CH2:33][CH2:34][C:35]1[CH:40]=[CH:39][C:38]([OH:41])=[CH:37][CH:36]=1)(=[O:12])/[CH:9]=[CH:8]/[CH:5]1[CH:4]=[CH:3][C:2]([OH:1])=[CH:7][CH2:6]1, predict the reactants needed to synthesize it. (2) Given the product [C:22]([CH2:21][C@H:20]([NH:19][C:15]([C:7]1[CH:6]=[CH:5][C:4]([CH:1]2[CH2:2][CH2:3]2)=[C:9]([O:10][CH2:11][CH:12]2[CH2:13][CH2:14]2)[N:8]=1)=[O:17])[C:25]([CH3:28])([CH3:27])[CH3:26])(=[O:23])[NH2:24], predict the reactants needed to synthesize it. The reactants are: [CH:1]1([C:4]2[CH:5]=[CH:6][C:7]([C:15]([OH:17])=O)=[N:8][C:9]=2[O:10][CH2:11][CH:12]2[CH2:14][CH2:13]2)[CH2:3][CH2:2]1.Cl.[NH2:19][C@H:20]([C:25]([CH3:28])([CH3:27])[CH3:26])[CH2:21][C:22]([NH2:24])=[O:23]. (3) Given the product [C:19]1([N:25]2[C:37]3[CH:36]=[CH:35][C:34]([C:38]4[CH:39]=[CH:40][C:41]5[N:42]([C:3]6[CH:2]=[C:12]([C:13]([O:15][CH3:16])=[O:14])[C:11]([N:42]7[C:41]8[CH:40]=[CH:39][C:38]([C:34]9[CH:35]=[CH:36][C:37]%10[N:25]([C:19]%11[CH:24]=[CH:23][CH:22]=[CH:21][CH:20]=%11)[C:26]%11[C:31]([C:32]=%10[CH:33]=9)=[CH:30][CH:29]=[CH:28][CH:27]=%11)=[CH:50][C:49]=8[C:48]8[C:43]7=[CH:44][CH:45]=[CH:46][CH:47]=8)=[CH:10][C:4]=6[C:5]([O:7][CH3:8])=[O:6])[C:43]6[C:48]([C:49]=5[CH:50]=4)=[CH:47][CH:46]=[CH:45][CH:44]=6)=[CH:33][C:32]=3[C:31]3[C:26]2=[CH:27][CH:28]=[CH:29][CH:30]=3)[CH:24]=[CH:23][CH:22]=[CH:21][CH:20]=1, predict the reactants needed to synthesize it. The reactants are: Br[C:2]1[C:3](Br)=[C:4]([CH:10]=[CH:11][C:12]=1[C:13]([O:15][CH2:16]C)=[O:14])[C:5]([O:7][CH2:8]C)=[O:6].[C:19]1([N:25]2[C:37]3[CH:36]=[CH:35][C:34](=[C:38]4[CH:50]=[C:49]5[C:41](=[N:42][C:43]6[C:48]5=[CH:47][CH:46]=[CH:45][CH:44]=6)[CH:40]=[CH:39]4)[CH2:33][C:32]=3[C:31]3[C:26]2=[CH:27][CH:28]=[CH:29][CH:30]=3)[CH:24]=[CH:23][CH:22]=[CH:21][CH:20]=1. (4) Given the product [Cl:25][C:20]1[CH:19]=[C:18]([S:15]([CH2:13][CH3:14])(=[O:17])=[O:16])[CH:23]=[CH:22][C:21]=1[O:8][C:6]1[CH:5]=[C:4]([CH2:9][C:10]([OH:12])=[O:11])[CH:3]=[C:2]([F:1])[CH:7]=1, predict the reactants needed to synthesize it. The reactants are: [F:1][C:2]1[CH:3]=[C:4]([CH2:9][C:10]([OH:12])=[O:11])[CH:5]=[C:6]([OH:8])[CH:7]=1.[CH2:13]([S:15]([C:18]1[CH:23]=[CH:22][C:21](F)=[C:20]([Cl:25])[CH:19]=1)(=[O:17])=[O:16])[CH3:14]. (5) Given the product [CH2:1]([C:8]1[NH:17][C:11]2[N:12]=[N:13][C:14]([C:22]#[C:21][CH2:20][CH2:19][CH2:18][C:23]3[S:27][C:26]([NH:28][C:29](=[O:37])[CH2:30][C:31]4[CH:32]=[CH:33][CH:34]=[CH:35][CH:36]=4)=[N:25][N:24]=3)=[CH:15][C:10]=2[CH:9]=1)[C:2]1[CH:7]=[CH:6][CH:5]=[CH:4][CH:3]=1, predict the reactants needed to synthesize it. The reactants are: [CH2:1]([C:8]1[NH:17][C:11]2[N:12]=[N:13][C:14](I)=[CH:15][C:10]=2[CH:9]=1)[C:2]1[CH:7]=[CH:6][CH:5]=[CH:4][CH:3]=1.[CH2:18]([C:23]1[S:27][C:26]([NH:28][C:29](=[O:37])[CH2:30][C:31]2[CH:36]=[CH:35][CH:34]=[CH:33][CH:32]=2)=[N:25][N:24]=1)[CH2:19][CH2:20][C:21]#[CH:22]. (6) Given the product [OH:25][C:22]1[CH:23]=[CH:24][C:19]([CH2:18][NH:17][C:12]2[NH:11][N:10]=[C:9]([NH:8][C:5]3[CH:4]=[CH:3][C:2]([NH:1][S:32]([C:29]4[CH:30]=[CH:31][C:26]([CH3:36])=[CH:27][CH:28]=4)(=[O:34])=[O:33])=[CH:7][CH:6]=3)[C:13]=2[C:14]([NH2:16])=[O:15])=[CH:20][CH:21]=1, predict the reactants needed to synthesize it. The reactants are: [NH2:1][C:2]1[CH:7]=[CH:6][C:5]([NH:8][C:9]2[C:13]([C:14]([NH2:16])=[O:15])=[C:12]([NH:17][CH2:18][C:19]3[CH:24]=[CH:23][C:22]([OH:25])=[CH:21][CH:20]=3)[NH:11][N:10]=2)=[CH:4][CH:3]=1.[C:26]1([CH3:36])[CH:31]=[CH:30][C:29]([S:32](Cl)(=[O:34])=[O:33])=[CH:28][CH:27]=1.O. (7) Given the product [CH3:26][O:25][C:22]1[CH:21]=[CH:20][C:19]([NH:18][C:15]2[N:16]=[N:17][C:12]([CH:10]([NH:9][C:7]([C:5]3[CH:4]=[CH:3][S:45][CH:46]=3)=[O:8])[CH3:11])=[CH:13][N:14]=2)=[CH:24][CH:23]=1, predict the reactants needed to synthesize it. The reactants are: BrC1S[C:5]([C:7]([NH:9][CH:10]([C:12]2[N:17]=[N:16][C:15]([NH:18][C:19]3[CH:24]=[CH:23][C:22]([O:25][CH3:26])=[CH:21][CH:20]=3)=[N:14][CH:13]=2)[CH3:11])=[O:8])=[CH:4][CH:3]=1.NC(C1N=NC(NC2C=CC(OC)=CC=2)=NC=1)C.[S:45]1C=CC(C(O)=O)=[CH:46]1. (8) The reactants are: [CH3:1][C:2]([CH3:35])([CH3:34])[CH2:3][O:4][C:5]([C:7]1[CH:8]=[C:9]([C:21]#[C:22][C:23]2[CH:28]=[CH:27][C:26]([CH2:29][C:30]([O:32]C)=[O:31])=[CH:25][CH:24]=2)[CH:10]=[C:11]2[C:16]=1[O:15][C:14]([CH3:18])([CH3:17])[CH2:13][C:12]2([CH3:20])[CH3:19])=[O:6].[OH-].[Li+].Cl. Given the product [CH3:1][C:2]([CH3:35])([CH3:34])[CH2:3][O:4][C:5]([C:7]1[CH:8]=[C:9]([C:21]#[C:22][C:23]2[CH:24]=[CH:25][C:26]([CH2:29][C:30]([OH:32])=[O:31])=[CH:27][CH:28]=2)[CH:10]=[C:11]2[C:16]=1[O:15][C:14]([CH3:17])([CH3:18])[CH2:13][C:12]2([CH3:19])[CH3:20])=[O:6], predict the reactants needed to synthesize it. (9) Given the product [CH2:18]([O:17][C:14]1[CH:15]=[CH:16][C:11](/[CH:10]=[C:7]2/[C:8](=[O:9])[N:4]([CH2:3][CH2:2][NH:1][CH3:21])[C:5](=[O:20])[S:6]/2)=[CH:12][CH:13]=1)[CH3:19], predict the reactants needed to synthesize it. The reactants are: [NH2:1][CH2:2][CH2:3][N:4]1[C:8](=[O:9])/[C:7](=[CH:10]/[C:11]2[CH:16]=[CH:15][C:14]([O:17][CH2:18][CH3:19])=[CH:13][CH:12]=2)/[S:6][C:5]1=[O:20].[CH2:21](N(CC)CC)C.C=O.C(O[BH-](OC(=O)C)OC(=O)C)(=O)C.[Na+]. (10) Given the product [F:3][C:4]([F:20])([F:19])[C:5]([N:8]1[C:12]2=[N:13][CH:14]=[CH:15][CH:16]=[C:11]2[C:10]([C:17]([OH:28])=[O:1])=[CH:9]1)([CH3:7])[CH3:6], predict the reactants needed to synthesize it. The reactants are: [OH-:1].[K+].[F:3][C:4]([F:20])([F:19])[C:5]([N:8]1[C:12]2=[N:13][CH:14]=[CH:15][CH:16]=[C:11]2[C:10]([C:17]#N)=[CH:9]1)([CH3:7])[CH3:6].Cl.C1COCC1.C[OH:28].O.